This data is from Forward reaction prediction with 1.9M reactions from USPTO patents (1976-2016). The task is: Predict the product of the given reaction. (1) Given the reactants [F:1][C:2]1[CH:41]=[CH:40][C:5]([C:6]([N:8]2[CH2:13][CH2:12][CH:11]([C:14]3[CH:35]=[CH:34][C:17]([C:18]([NH:20][C:21]([NH:23]C(OCC4C=CC=CC=4)=O)=[NH:22])=[O:19])=[CH:16][C:15]=3[C:36]([F:39])([F:38])[F:37])[CH2:10][CH2:9]2)=[O:7])=[CH:4][CH:3]=1, predict the reaction product. The product is: [F:1][C:2]1[CH:3]=[CH:4][C:5]([C:6]([N:8]2[CH2:13][CH2:12][CH:11]([C:14]3[CH:35]=[CH:34][C:17]([C:18]([NH:20][C:21]([NH2:23])=[NH:22])=[O:19])=[CH:16][C:15]=3[C:36]([F:39])([F:37])[F:38])[CH2:10][CH2:9]2)=[O:7])=[CH:40][CH:41]=1. (2) Given the reactants [NH:1]1[C:9]2[C:4](=[CH:5][CH:6]=[CH:7][CH:8]=2)[C:3]([NH:10][C:11]2[CH:16]=[CH:15][C:14](B3[O:21][C:20]([CH3:23])(C)C(C)(C)O3)=[CH:13][CH:12]=2)=[N:2]1.I[C:27]1[C:35]2[C:30](=[N:31][CH:32]=[N:33][C:34]=2[NH2:36])[N:29]([C@H:37]2[CH2:42][CH2:41][C@H:40]([N:43]3[CH2:48][CH2:47][N:46]([CH3:49])[CH2:45][CH2:44]3)[CH2:39][CH2:38]2)[N:28]=1.C(=O)([O-])[O-:51].[Na+].[Na+], predict the reaction product. The product is: [C:20]([OH:51])(=[O:21])[CH3:23].[NH:1]1[C:9]2[C:4](=[CH:5][CH:6]=[CH:7][CH:8]=2)[C:3]([NH:10][C:11]2[CH:12]=[CH:13][C:14]([C:27]3[C:35]4[C:30](=[N:31][CH:32]=[N:33][C:34]=4[NH2:36])[N:29]([C@H:37]4[CH2:38][CH2:39][C@H:40]([N:43]5[CH2:44][CH2:45][N:46]([CH3:49])[CH2:47][CH2:48]5)[CH2:41][CH2:42]4)[N:28]=3)=[CH:15][CH:16]=2)=[N:2]1. (3) Given the reactants Br[C:2]1[CH:7]=[CH:6][C:5]([C:8]2([C:11]3[N:15]4[CH2:16][CH2:17][S:18][C:19]([CH2:22][O:23][Si:24]([C:27]([CH3:30])([CH3:29])[CH3:28])([CH3:26])[CH3:25])([CH3:21])[CH2:20][C:14]4=[N:13][N:12]=3)[CH2:10][CH2:9]2)=[CH:4][CH:3]=1.[B:31]1([B:31]2[O:35][C:34]([CH3:37])([CH3:36])[C:33]([CH3:39])([CH3:38])[O:32]2)[O:35][C:34]([CH3:37])([CH3:36])[C:33]([CH3:39])([CH3:38])[O:32]1.C([O-])(=O)C.[K+].O, predict the reaction product. The product is: [Si:24]([O:23][CH2:22][C:19]1([CH3:21])[S:18][CH2:17][CH2:16][N:15]2[C:11]([C:8]3([C:5]4[CH:6]=[CH:7][C:2]([B:31]5[O:35][C:34]([CH3:37])([CH3:36])[C:33]([CH3:39])([CH3:38])[O:32]5)=[CH:3][CH:4]=4)[CH2:10][CH2:9]3)=[N:12][N:13]=[C:14]2[CH2:20]1)([C:27]([CH3:30])([CH3:29])[CH3:28])([CH3:26])[CH3:25]. (4) Given the reactants [CH3:1][S:2]([C:5]1[CH:10]=[CH:9][C:8]([O:11][CH:12]2[CH2:17][CH2:16][N:15](C(OC(C)(C)C)=O)[CH2:14][CH2:13]2)=[CH:7][CH:6]=1)(=[O:4])=[O:3].[ClH:25], predict the reaction product. The product is: [ClH:25].[CH3:1][S:2]([C:5]1[CH:10]=[CH:9][C:8]([O:11][CH:12]2[CH2:17][CH2:16][NH:15][CH2:14][CH2:13]2)=[CH:7][CH:6]=1)(=[O:4])=[O:3]. (5) Given the reactants [C:1]12([CH2:11][NH:12][C:13](=O)[C@@H:14]([OH:21])[C:15]3[CH:20]=[CH:19][CH:18]=[CH:17][CH:16]=3)[CH2:10][CH:5]3[CH2:6][CH:7]([CH2:9][CH:3]([CH2:4]3)[CH2:2]1)[CH2:8]2.S(C)C, predict the reaction product. The product is: [C:1]12([CH2:11][NH:12][CH2:13][C@H:14]([C:15]3[CH:16]=[CH:17][CH:18]=[CH:19][CH:20]=3)[OH:21])[CH2:8][CH:7]3[CH2:6][CH:5]([CH2:4][CH:3]([CH2:9]3)[CH2:2]1)[CH2:10]2.